From a dataset of Catalyst prediction with 721,799 reactions and 888 catalyst types from USPTO. Predict which catalyst facilitates the given reaction. Reactant: [F:1][C:2]1[CH:10]=[C:9]([N:11]2[C:15]3[CH2:16][CH2:17][O:18][CH2:19][C:14]=3[C:13]([C:20]([F:23])([F:22])[F:21])=[N:12]2)[CH:8]=[CH:7][C:3]=1[C:4](O)=[O:5].Cl.[NH:25]1[CH2:28][CH:27]([OH:29])[CH2:26]1.C(N(CC)C(C)C)(C)C.CN(C(ON1N=NC2C=CC=NC1=2)=[N+](C)C)C.F[P-](F)(F)(F)(F)F. Product: [F:1][C:2]1[CH:10]=[C:9]([N:11]2[C:15]3[CH2:16][CH2:17][O:18][CH2:19][C:14]=3[C:13]([C:20]([F:23])([F:22])[F:21])=[N:12]2)[CH:8]=[CH:7][C:3]=1[C:4]([N:25]1[CH2:28][CH:27]([OH:29])[CH2:26]1)=[O:5]. The catalyst class is: 9.